From a dataset of Reaction yield outcomes from USPTO patents with 853,638 reactions. Predict the reaction yield, written as a fraction of the theoretical maximum amount of product (1.0 means a 100% yield; for example, 0.34 means a 34% yield). (1) The reactants are C[O:2][C:3]1[CH:11]=[CH:10][CH:9]=[C:8]2[C:4]=1[CH2:5][NH:6][CH2:7]2.[BrH:12]. No catalyst specified. The product is [BrH:12].[OH:2][C:3]1[CH:11]=[CH:10][CH:9]=[C:8]2[C:4]=1[CH2:5][NH:6][CH2:7]2. The yield is 0.780. (2) The reactants are [CH2:1]([O:3][P:4](/[CH:9]=[CH:10]/[C:11]1[C:12]([O:22][CH2:23][C:24]2[CH:47]=[CH:46][C:27]([O:28][CH2:29][C:30]3[N:31]=[C:32]([C:36]4[CH:37]=[C:38]([CH:43]=[CH:44][CH:45]=4)[C:39]([O:41]C)=[O:40])[O:33][C:34]=3[CH3:35])=[C:26]([O:48][CH3:49])[CH:25]=2)=[N:13][N:14]([C:16]2[CH:21]=[CH:20][CH:19]=[CH:18][CH:17]=2)[CH:15]=1)([O:6][CH2:7][CH3:8])=[O:5])[CH3:2].O1CCCC1.[OH-].[Na+].Cl. The catalyst is O.CO. The product is [CH2:7]([O:6][P:4](/[CH:9]=[CH:10]/[C:11]1[C:12]([O:22][CH2:23][C:24]2[CH:47]=[CH:46][C:27]([O:28][CH2:29][C:30]3[N:31]=[C:32]([C:36]4[CH:37]=[C:38]([CH:43]=[CH:44][CH:45]=4)[C:39]([OH:41])=[O:40])[O:33][C:34]=3[CH3:35])=[C:26]([O:48][CH3:49])[CH:25]=2)=[N:13][N:14]([C:16]2[CH:17]=[CH:18][CH:19]=[CH:20][CH:21]=2)[CH:15]=1)([O:3][CH2:1][CH3:2])=[O:5])[CH3:8]. The yield is 0.680. (3) The reactants are [C:1]1([CH3:20])[CH:6]=[CH:5][C:4]([NH:7][C:8]2[C:9]([C:14]3[CH:19]=[CH:18][CH:17]=[CH:16][CH:15]=3)=[CH:10][CH:11]=[CH:12][CH:13]=2)=[CH:3][CH:2]=1.Br[C:22]1[CH:27]=[CH:26][C:25]([C:28]2[CH:33]=[CH:32][C:31]([C:34]3[CH:39]=[CH:38][C:37](Br)=[CH:36][CH:35]=3)=[CH:30][CH:29]=2)=[CH:24][CH:23]=1.[C:50](P([C:50]([CH3:53])([CH3:52])[CH3:51])[C:50]([CH3:53])([CH3:52])[CH3:51])([CH3:53])([CH3:52])[CH3:51].[C:54]([O-])([CH3:57])([CH3:56])[CH3:55].[K+]. The catalyst is C1(C)C=CC=CC=1.C1C=CC(/C=C/C(/C=C/C2C=CC=CC=2)=O)=CC=1.C1C=CC(/C=C/C(/C=C/C2C=CC=CC=2)=O)=CC=1.[Pd]. The product is [C:9]1([C:14]2[CH:15]=[CH:16][CH:17]=[CH:18][CH:19]=2)[CH:10]=[CH:11][CH:12]=[CH:13][C:8]=1[N:7]([C:4]1[CH:3]=[CH:2][C:1]([CH3:20])=[CH:6][CH:5]=1)[C:22]1[CH:27]=[CH:26][C:25]([C:28]2[CH:33]=[CH:32][C:31]([C:34]3[CH:39]=[CH:38][C:37]([N:7]([C:8]4[CH:13]=[CH:12][CH:11]=[CH:10][C:53]=4[C:50]4[CH:51]=[CH:6][CH:1]=[CH:2][CH:52]=4)[C:4]4[CH:5]=[CH:56][C:54]([CH3:57])=[CH:55][CH:3]=4)=[CH:36][CH:35]=3)=[CH:30][CH:29]=2)=[CH:24][CH:23]=1. The yield is 0.890. (4) The reactants are [O:1]=[C:2]1[NH:6][C:5]2[CH:7]=[CH:8][C:9]([CH:11]([CH3:17])[C:12]([O:14]CC)=[O:13])=[CH:10][C:4]=2[NH:3]1.CCO.[OH-].[Na+].CC(O)=O. The catalyst is O. The product is [O:1]=[C:2]1[NH:6][C:5]2[CH:7]=[CH:8][C:9]([CH:11]([CH3:17])[C:12]([OH:14])=[O:13])=[CH:10][C:4]=2[NH:3]1. The yield is 0.636. (5) The reactants are Cl[S:2]([C:5]1[CH:13]=[CH:12][C:8]([C:9]([OH:11])=[O:10])=[CH:7][CH:6]=1)(=[O:4])=[O:3].[NH:14]1[CH2:19][CH2:18][O:17][CH2:16][CH2:15]1.O. The catalyst is C1COCC1. The product is [N:14]1([S:2]([C:5]2[CH:13]=[CH:12][C:8]([C:9]([OH:11])=[O:10])=[CH:7][CH:6]=2)(=[O:4])=[O:3])[CH2:19][CH2:18][O:17][CH2:16][CH2:15]1. The yield is 0.200. (6) The yield is 0.800. The product is [Cl:31][C:29]1[CH:28]=[CH:27][C:26]([C:14]2[C:15]3[N:16]=[C:7]([N:1]4[CH2:6][CH2:5][O:4][CH2:3][CH2:2]4)[S:8][C:9]=3[C:10](=[O:21])[NH:11][CH2:12][CH:13]=2)=[C:25]([CH:30]=1)[C:24]([O:23][CH3:22])=[O:33]. The reactants are [N:1]1([C:7]2[S:8][C:9]3[C:10](=[O:21])[NH:11][CH2:12][CH:13]=[C:14]([Sn](C)(C)C)[C:15]=3[N:16]=2)[CH2:6][CH2:5][O:4][CH2:3][CH2:2]1.[CH3:22][O:23][C:24](=[O:33])[C:25]1[CH:30]=[C:29]([Cl:31])[CH:28]=[CH:27][C:26]=1Br.[F-].[Cs+]. The catalyst is CN(C=O)C.[Cu]I.C1C=CC([P]([Pd]([P](C2C=CC=CC=2)(C2C=CC=CC=2)C2C=CC=CC=2)([P](C2C=CC=CC=2)(C2C=CC=CC=2)C2C=CC=CC=2)[P](C2C=CC=CC=2)(C2C=CC=CC=2)C2C=CC=CC=2)(C2C=CC=CC=2)C2C=CC=CC=2)=CC=1. (7) The reactants are [N:1]1[C:10]2[C:5](=[CH:6][C:7]([C:11](OC)=[O:12])=[CH:8][CH:9]=2)[CH:4]=[CH:3][CH:2]=1.[H-].[H-].[H-].[H-].[Li+].[Al+3].O.[OH-].[Na+]. The product is [N:1]1[C:10]2[C:5](=[CH:6][C:7]([CH2:11][OH:12])=[CH:8][CH:9]=2)[CH:4]=[CH:3][CH:2]=1. The catalyst is C1COCC1.CCOCC. The yield is 0.640.